From a dataset of NCI-60 drug combinations with 297,098 pairs across 59 cell lines. Regression. Given two drug SMILES strings and cell line genomic features, predict the synergy score measuring deviation from expected non-interaction effect. (1) Drug 1: CC1=C(C=C(C=C1)C(=O)NC2=CC(=CC(=C2)C(F)(F)F)N3C=C(N=C3)C)NC4=NC=CC(=N4)C5=CN=CC=C5. Drug 2: C1CN(P(=O)(OC1)NCCCl)CCCl. Cell line: UACC-257. Synergy scores: CSS=2.97, Synergy_ZIP=-1.75, Synergy_Bliss=-1.40, Synergy_Loewe=0.613, Synergy_HSA=-0.458. (2) Drug 1: CC(CN1CC(=O)NC(=O)C1)N2CC(=O)NC(=O)C2. Drug 2: CCCS(=O)(=O)NC1=C(C(=C(C=C1)F)C(=O)C2=CNC3=C2C=C(C=N3)C4=CC=C(C=C4)Cl)F. Cell line: HL-60(TB). Synergy scores: CSS=57.3, Synergy_ZIP=1.31, Synergy_Bliss=4.18, Synergy_Loewe=-3.75, Synergy_HSA=-2.68. (3) Drug 1: CC(C)(C#N)C1=CC(=CC(=C1)CN2C=NC=N2)C(C)(C)C#N. Drug 2: COC1=NC(=NC2=C1N=CN2C3C(C(C(O3)CO)O)O)N. Cell line: HOP-92. Synergy scores: CSS=-8.79, Synergy_ZIP=5.86, Synergy_Bliss=4.47, Synergy_Loewe=-9.76, Synergy_HSA=-9.75. (4) Drug 1: C1CC(=O)NC(=O)C1N2CC3=C(C2=O)C=CC=C3N. Drug 2: C1=C(C(=O)NC(=O)N1)N(CCCl)CCCl. Cell line: OVCAR-8. Synergy scores: CSS=25.9, Synergy_ZIP=-1.24, Synergy_Bliss=-0.341, Synergy_Loewe=-9.82, Synergy_HSA=1.13.